This data is from Peptide-MHC class II binding affinity with 134,281 pairs from IEDB. The task is: Regression. Given a peptide amino acid sequence and an MHC pseudo amino acid sequence, predict their binding affinity value. This is MHC class II binding data. (1) The peptide sequence is DVLSQPMLPHTWDGS. The MHC is HLA-DQA10401-DQB10402 with pseudo-sequence HLA-DQA10401-DQB10402. The binding affinity (normalized) is 0.163. (2) The MHC is DRB1_0701 with pseudo-sequence DRB1_0701. The binding affinity (normalized) is 0.455. The peptide sequence is VIIMDEAHFLDPASIHHHHHH.